This data is from Full USPTO retrosynthesis dataset with 1.9M reactions from patents (1976-2016). The task is: Predict the reactants needed to synthesize the given product. (1) Given the product [F:14][C:7]([F:6])([F:13])[C:8]([NH:5][CH2:4][CH2:3][NH:2][CH3:1])=[O:10], predict the reactants needed to synthesize it. The reactants are: [CH3:1][NH:2][CH2:3][CH2:4][NH2:5].[F:6][C:7]([F:14])([F:13])[C:8]([O:10]CC)=O.CCCCCC. (2) Given the product [C:39]([N:24]1[CH2:23][CH:22]=[C:21]([C:8]2[CH:9]=[C:10]3[C:5](=[CH:6][CH:7]=2)[N:4]([C:27](=[O:29])[CH3:28])[C@@H:3]([CH2:1][CH3:2])[C@H:12]([CH3:13])[C@H:11]3[NH:14][C:15]2[N:20]=[CH:19][CH:18]=[CH:17][N:16]=2)[CH2:26][CH2:25]1)(=[O:41])[CH3:40], predict the reactants needed to synthesize it. The reactants are: [CH2:1]([C@H:3]1[C@H:12]([CH3:13])[C@@H:11]([NH:14][C:15]2[N:20]=[CH:19][CH:18]=[CH:17][N:16]=2)[C:10]2[C:5](=[CH:6][CH:7]=[C:8]([C:21]3[CH2:22][CH2:23][NH:24][CH2:25][CH:26]=3)[CH:9]=2)[N:4]1[C:27](=[O:29])[CH3:28])[CH3:2].CCN(C(C)C)C(C)C.[C:39](Cl)(=[O:41])[CH3:40].Cl. (3) Given the product [F:37][C:31]1[CH:32]=[C:33]([F:36])[CH:34]=[CH:35][C:30]=1[NH:29][C:27]([NH:26][C:23]1[CH:24]=[CH:25][C:20]([O:19][C:13]2[C:12]3[C:17](=[CH:18][C:9]([O:8][CH2:1][CH2:2][O:47][CH3:46])=[C:10]([O:40][CH3:41])[CH:11]=3)[N:16]=[CH:15][CH:14]=2)=[C:21]([CH3:39])[C:22]=1[CH3:38])=[O:28], predict the reactants needed to synthesize it. The reactants are: [CH2:1]([O:8][C:9]1[CH:18]=[C:17]2[C:12]([C:13]([O:19][C:20]3[CH:25]=[CH:24][C:23]([NH:26][C:27]([NH:29][C:30]4[CH:35]=[CH:34][C:33]([F:36])=[CH:32][C:31]=4[F:37])=[O:28])=[C:22]([CH3:38])[C:21]=3[CH3:39])=[CH:14][CH:15]=[N:16]2)=[CH:11][C:10]=1[O:40][CH3:41])[C:2]1C=CC=CC=1.[H][H].CN(C)[CH:46]=[O:47]. (4) Given the product [F:17][C:16]([F:19])([F:18])[S:13]([O:4][CH2:3][CH:2]([F:1])[CH2:5][O:6][S:13]([C:16]([F:17])([F:18])[F:19])(=[O:14])=[O:15])(=[O:15])=[O:14], predict the reactants needed to synthesize it. The reactants are: [F:1][CH:2]([CH2:5][OH:6])[CH2:3][OH:4].N1C=CC=CC=1.[S:13](O[S:13]([C:16]([F:19])([F:18])[F:17])(=[O:15])=[O:14])([C:16]([F:19])([F:18])[F:17])(=[O:15])=[O:14]. (5) Given the product [CH:1]([C:4]1[N:5]=[C:6]([CH2:9][CH2:10][C:11]2[CH:32]=[CH:31][N:14]3[C:15](=[O:30])[C:16](/[CH:25]=[CH:26]/[C:27]([NH:37][S:34]([CH3:33])(=[O:36])=[O:35])=[O:28])=[C:17]([N:19]4[CH2:24][CH2:23][O:22][CH2:21][CH2:20]4)[N:18]=[C:13]3[CH:12]=2)[S:7][CH:8]=1)([CH3:3])[CH3:2], predict the reactants needed to synthesize it. The reactants are: [CH:1]([C:4]1[N:5]=[C:6]([CH2:9][CH2:10][C:11]2[CH:32]=[CH:31][N:14]3[C:15](=[O:30])[C:16](/[CH:25]=[CH:26]/[C:27](O)=[O:28])=[C:17]([N:19]4[CH2:24][CH2:23][O:22][CH2:21][CH2:20]4)[N:18]=[C:13]3[CH:12]=2)[S:7][CH:8]=1)([CH3:3])[CH3:2].[CH3:33][S:34]([NH2:37])(=[O:36])=[O:35].CN(C1C=CC=CN=1)C.Cl.C(N=C=NCCCN(C)C)C. (6) Given the product [C:11]([O:15][C:16](=[O:29])[N:17]([C@H:19]([CH2:20][C:21]1[CH:26]=[CH:25][CH:24]=[CH:23][CH:22]=1)[CH2:27][NH:50][CH2:43][C:44]1[CH:49]=[CH:48][CH:47]=[CH:46][CH:45]=1)[CH3:18])([CH3:14])([CH3:13])[CH3:12], predict the reactants needed to synthesize it. The reactants are: C(Cl)(=O)C(Cl)=O.CS(C)=O.[C:11]([O:15][C:16](=[O:29])[N:17]([C@@H:19]([CH2:27]O)[CH2:20][C:21]1[CH:26]=[CH:25][CH:24]=[CH:23][CH:22]=1)[CH3:18])([CH3:14])([CH3:13])[CH3:12].C(N(C(C)C)C(C)C)C.C(O)(=O)C.[CH2:43]([NH2:50])[C:44]1[CH:49]=[CH:48][CH:47]=[CH:46][CH:45]=1.C([BH3-])#N.[Na+].